Dataset: TCR-epitope binding with 47,182 pairs between 192 epitopes and 23,139 TCRs. Task: Binary Classification. Given a T-cell receptor sequence (or CDR3 region) and an epitope sequence, predict whether binding occurs between them. (1) The epitope is FLYALALLL. The TCR CDR3 sequence is CASSHGSYGYTF. Result: 0 (the TCR does not bind to the epitope). (2) The TCR CDR3 sequence is CASSVGGVTYNEQFF. The epitope is RLFRKSNLK. Result: 0 (the TCR does not bind to the epitope).